This data is from Full USPTO retrosynthesis dataset with 1.9M reactions from patents (1976-2016). The task is: Predict the reactants needed to synthesize the given product. Given the product [CH3:16][N:12]1[C:11]2[C:10]3[CH:17]=[CH:18][CH:19]=[N:20][C:9]=3[S:8][CH2:7][C:6]=2[C:5]2[C:13]1=[CH:14][CH:15]=[C:3]([OH:2])[CH:4]=2, predict the reactants needed to synthesize it. The reactants are: C[O:2][C:3]1[CH:4]=[C:5]2[C:13](=[CH:14][CH:15]=1)[N:12]([CH3:16])[C:11]1[C:10]3[CH:17]=[CH:18][CH:19]=[N:20][C:9]=3[S:8][CH2:7][C:6]2=1.Cl.N1C=CC=CC=1.